Dataset: Full USPTO retrosynthesis dataset with 1.9M reactions from patents (1976-2016). Task: Predict the reactants needed to synthesize the given product. (1) Given the product [Br:1][C:2]1[CH:3]=[C:4]2[C:8](=[CH:9][CH:10]=1)[NH:7][C:6](=[O:11])[C:5]2([OH:12])[CH2:16][N+:13]([O-:15])=[O:14], predict the reactants needed to synthesize it. The reactants are: [Br:1][C:2]1[CH:3]=[C:4]2[C:8](=[CH:9][CH:10]=1)[NH:7][C:6](=[O:11])[C:5]2=[O:12].[N+:13]([CH3:16])([O-:15])=[O:14]. (2) Given the product [Cl:1][C:2]1[CH:3]=[CH:4][C:5]([C:8]2([CH2:11][N:12]3[CH2:17][CH2:16][CH2:15][CH:14]([CH2:18][N:35]4[CH2:34][CH2:33][N:32]([C:27]5[CH:28]=[CH:29][CH:30]=[CH:31][C:26]=5[O:25][CH3:24])[CH2:37][CH2:36]4)[CH2:13]3)[CH2:9][CH2:10]2)=[CH:6][CH:7]=1, predict the reactants needed to synthesize it. The reactants are: [Cl:1][C:2]1[CH:7]=[CH:6][C:5]([C:8]2([CH2:11][N:12]3[CH2:17][CH2:16][CH2:15][CH:14]([CH2:18]OS(C)(=O)=O)[CH2:13]3)[CH2:10][CH2:9]2)=[CH:4][CH:3]=1.[CH3:24][O:25][C:26]1[CH:31]=[CH:30][CH:29]=[CH:28][C:27]=1[N:32]1[CH2:37][CH2:36][NH:35][CH2:34][CH2:33]1.C(=O)([O-])[O-].[K+].[K+]. (3) Given the product [CH2:1]([O:3][C:4](=[O:34])[CH2:5][C@@H:6]([C:10]1[CH:15]=[CH:14][C:13]([O:16][CH2:17][C:18]2[CH:19]=[CH:20][C:21]3[N:22]([N:24]=[C:25]([C:27]4[CH:28]=[CH:29][C:30]([O:33][CH2:36][CH2:37][C:38]([OH:40])([CH3:41])[CH3:39])=[CH:31][CH:32]=4)[N:26]=3)[CH:23]=2)=[CH:12][CH:11]=1)[C:7]#[C:8][CH3:9])[CH3:2], predict the reactants needed to synthesize it. The reactants are: [CH2:1]([O:3][C:4](=[O:34])[CH2:5][C@@H:6]([C:10]1[CH:15]=[CH:14][C:13]([O:16][CH2:17][C:18]2[CH:19]=[CH:20][C:21]3[N:22]([N:24]=[C:25]([C:27]4[CH:32]=[CH:31][C:30]([OH:33])=[CH:29][CH:28]=4)[N:26]=3)[CH:23]=2)=[CH:12][CH:11]=1)[C:7]#[C:8][CH3:9])[CH3:2].Br[CH2:36][CH2:37][C:38]([CH3:41])([OH:40])[CH3:39].C(=O)([O-])[O-].[Cs+].[Cs+]. (4) The reactants are: [Br:1][C:2]1[C:3]([CH:17]2[CH2:19][CH2:18]2)=[N:4][C:5]([N:10]2[CH2:15][CH2:14][NH:13][C@H:12]([CH3:16])[CH2:11]2)=[C:6]([CH:9]=1)[C:7]#N.[OH-:20].[Na+].[CH3:22][OH:23]. Given the product [Br:1][C:2]1[C:3]([CH:17]2[CH2:19][CH2:18]2)=[N:4][C:5]([N:10]2[CH2:15][CH2:14][NH:13][C@H:12]([CH3:16])[CH2:11]2)=[C:6]([CH:9]=1)[C:7]([O:23][CH3:22])=[O:20], predict the reactants needed to synthesize it.